From a dataset of NCI-60 drug combinations with 297,098 pairs across 59 cell lines. Regression. Given two drug SMILES strings and cell line genomic features, predict the synergy score measuring deviation from expected non-interaction effect. (1) Drug 1: CC1CCC2CC(C(=CC=CC=CC(CC(C(=O)C(C(C(=CC(C(=O)CC(OC(=O)C3CCCCN3C(=O)C(=O)C1(O2)O)C(C)CC4CCC(C(C4)OC)OCCO)C)C)O)OC)C)C)C)OC. Drug 2: CCN(CC)CCNC(=O)C1=C(NC(=C1C)C=C2C3=C(C=CC(=C3)F)NC2=O)C. Cell line: LOX IMVI. Synergy scores: CSS=2.59, Synergy_ZIP=-0.366, Synergy_Bliss=-1.66, Synergy_Loewe=-3.82, Synergy_HSA=-3.96. (2) Drug 1: COC1=C(C=C2C(=C1)N=CN=C2NC3=CC(=C(C=C3)F)Cl)OCCCN4CCOCC4. Drug 2: CN(C(=O)NC(C=O)C(C(C(CO)O)O)O)N=O. Cell line: ACHN. Synergy scores: CSS=43.9, Synergy_ZIP=0.463, Synergy_Bliss=1.25, Synergy_Loewe=-28.9, Synergy_HSA=1.62. (3) Drug 1: CN1C2=C(C=C(C=C2)N(CCCl)CCCl)N=C1CCCC(=O)O.Cl. Drug 2: B(C(CC(C)C)NC(=O)C(CC1=CC=CC=C1)NC(=O)C2=NC=CN=C2)(O)O. Cell line: MALME-3M. Synergy scores: CSS=64.0, Synergy_ZIP=-0.911, Synergy_Bliss=0.863, Synergy_Loewe=-60.7, Synergy_HSA=0.806. (4) Drug 1: CN(C)N=NC1=C(NC=N1)C(=O)N. Drug 2: CC1=C(C(CCC1)(C)C)C=CC(=CC=CC(=CC(=O)O)C)C. Cell line: PC-3. Synergy scores: CSS=0.0415, Synergy_ZIP=-1.10, Synergy_Bliss=-1.21, Synergy_Loewe=-2.06, Synergy_HSA=-2.45. (5) Drug 1: CC1=C2C(C(=O)C3(C(CC4C(C3C(C(C2(C)C)(CC1OC(=O)C(C(C5=CC=CC=C5)NC(=O)OC(C)(C)C)O)O)OC(=O)C6=CC=CC=C6)(CO4)OC(=O)C)OC)C)OC. Drug 2: C1=CC(=CC=C1CCC2=CNC3=C2C(=O)NC(=N3)N)C(=O)NC(CCC(=O)O)C(=O)O. Cell line: CAKI-1. Synergy scores: CSS=35.6, Synergy_ZIP=-7.06, Synergy_Bliss=-9.91, Synergy_Loewe=-11.0, Synergy_HSA=-4.04. (6) Drug 1: C1=NC2=C(N1)C(=S)N=C(N2)N. Drug 2: C(=O)(N)NO. Cell line: NCI-H226. Synergy scores: CSS=3.75, Synergy_ZIP=-6.18, Synergy_Bliss=-5.40, Synergy_Loewe=-19.5, Synergy_HSA=-5.39. (7) Drug 1: C1CN1C2=NC(=NC(=N2)N3CC3)N4CC4. Drug 2: COCCOC1=C(C=C2C(=C1)C(=NC=N2)NC3=CC=CC(=C3)C#C)OCCOC.Cl. Cell line: HT29. Synergy scores: CSS=37.0, Synergy_ZIP=-1.65, Synergy_Bliss=0.352, Synergy_Loewe=-9.14, Synergy_HSA=-0.960. (8) Drug 1: CCN(CC)CCCC(C)NC1=C2C=C(C=CC2=NC3=C1C=CC(=C3)Cl)OC. Drug 2: CN(C(=O)NC(C=O)C(C(C(CO)O)O)O)N=O. Cell line: CCRF-CEM. Synergy scores: CSS=58.8, Synergy_ZIP=-0.0228, Synergy_Bliss=0.236, Synergy_Loewe=-43.7, Synergy_HSA=0.204.